Task: Predict the product of the given reaction.. Dataset: Forward reaction prediction with 1.9M reactions from USPTO patents (1976-2016) Given the reactants [C:1]([C:4]1([CH2:9][CH2:10][CH2:11][CH2:12][C:13](=[O:26])[CH2:14][CH2:15][CH2:16][CH2:17][C:18]2([C:23]([OH:25])=[O:24])[CH2:22][CH2:21][CH2:20][CH2:19]2)[CH2:8][CH2:7][CH2:6][CH2:5]1)([OH:3])=[O:2].[OH-].[Na+].[BH4-].[Na+], predict the reaction product. The product is: [C:23]([C:18]1([CH2:17][CH2:16][CH2:15][CH2:14][CH:13]([OH:26])[CH2:12][CH2:11][CH2:10][CH2:9][C:4]2([C:1]([OH:3])=[O:2])[CH2:8][CH2:7][CH2:6][CH2:5]2)[CH2:19][CH2:20][CH2:21][CH2:22]1)([OH:25])=[O:24].